Dataset: Catalyst prediction with 721,799 reactions and 888 catalyst types from USPTO. Task: Predict which catalyst facilitates the given reaction. (1) Reactant: [Cl:1][C:2]1[CH:7]=[CH:6][CH:5]=[C:4]([CH3:8])[C:3]=1[S:9]([N:12]([CH2:16][CH2:17][O:18][CH2:19][C:20](O)=[O:21])[CH:13]1[CH2:15][CH2:14]1)(=[O:11])=[O:10].F[B-](F)(F)F.N1(OC(N(C)C)=[N+](C)C)C2C=CC=CC=2N=N1.O.ON1C2C=CC=CC=2N=N1.Cl.Cl.[N:58]1([CH2:62][C:63]2[S:71][C:70]3[CH2:69][CH2:68][NH:67][CH2:66][C:65]=3[CH:64]=2)[CH2:61][CH2:60][CH2:59]1.C(N(C(C)C)C(C)C)C. Product: [N:58]1([CH2:62][C:63]2[S:71][C:70]3[CH2:69][CH2:68][N:67]([C:20](=[O:21])[CH2:19][O:18][CH2:17][CH2:16][N:12]([CH:13]4[CH2:14][CH2:15]4)[S:9]([C:3]4[C:4]([CH3:8])=[CH:5][CH:6]=[CH:7][C:2]=4[Cl:1])(=[O:11])=[O:10])[CH2:66][C:65]=3[CH:64]=2)[CH2:61][CH2:60][CH2:59]1. The catalyst class is: 7. (2) The catalyst class is: 1. Product: [C:19]([C:14]1[N:13]=[C:12]([CH3:25])[CH:11]=[C:10]2[C:15]=1[C:16](=[O:18])[CH:17]=[C:8]([NH:1][C:2]1[CH:7]=[CH:6][CH:5]=[CH:4][CH:3]=1)[N:9]2[C:26]1[CH:27]=[CH:28][CH:29]=[CH:30][CH:31]=1)(=[O:20])[CH3:32]. Reactant: [NH:1]([C:8]1[N:9]([C:26]2[CH:31]=[CH:30][CH:29]=[CH:28][CH:27]=2)[C:10]2[CH:11]=[C:12]([CH3:25])[N:13]=[C:14]([C:19](N(OC)C)=[O:20])[C:15]=2[C:16](=[O:18])[CH:17]=1)[C:2]1[CH:7]=[CH:6][CH:5]=[CH:4][CH:3]=1.[CH3:32][Mg+].[Br-]. (3) Reactant: [Br:1][C:2]1[CH:9]=[C:8]([Br:10])[CH:7]=[C:4]([CH:5]=O)[C:3]=1[OH:11].[C:12](OC(=O)C)(=[O:14])[CH3:13]. Product: [Br:10][C:8]1[CH:7]=[C:4]2[C:3](=[C:2]([Br:1])[CH:9]=1)[O:11][C:12](=[O:14])[CH:13]=[CH:5]2. The catalyst class is: 66. (4) Reactant: [CH3:1][O:2][C:3]1[C:17]([O:18][CH3:19])=[CH:16][CH:15]=[CH:14][C:4]=1[CH2:5][NH:6][CH2:7][CH2:8][CH2:9][CH2:10][CH2:11][CH2:12][CH3:13].[CH2:20]([O:22][C@H:23]([C:36]([O:38][CH2:39][CH3:40])=[O:37])[CH2:24][C:25]1[CH:35]=[CH:34][C:28]([O:29][CH2:30][C:31](O)=[O:32])=[CH:27][CH:26]=1)[CH3:21].C(N(CC)C(C)C)(C)C.F[B-](F)(F)F.N1(OC(N(C)C)=[N+](C)C)C2C=CC=CC=2N=N1. Product: [CH3:1][O:2][C:3]1[C:17]([O:18][CH3:19])=[CH:16][CH:15]=[CH:14][C:4]=1[CH2:5][N:6]([CH2:7][CH2:8][CH2:9][CH2:10][CH2:11][CH2:12][CH3:13])[C:31](=[O:32])[CH2:30][O:29][C:28]1[CH:27]=[CH:26][C:25]([CH2:24][C@H:23]([O:22][CH2:20][CH3:21])[C:36]([O:38][CH2:39][CH3:40])=[O:37])=[CH:35][CH:34]=1. The catalyst class is: 2. (5) Reactant: [N:1]1([CH2:7][CH2:8][OH:9])[CH2:6][CH2:5][O:4][CH2:3][CH2:2]1.CN(C=O)C.[CH3:15][C:16]1[C:21]([O:22][CH3:23])=[C:20]([CH2:24]/[CH:25]=[C:26](/[CH2:28][CH2:29][C:30](O)=[O:31])\[CH3:27])[C:19]([OH:33])=[C:18]2[C:34]([O:36][CH2:37][C:17]=12)=[O:35]. Product: [CH3:15][C:16]1[C:21]([O:22][CH3:23])=[C:20]([CH2:24]/[CH:25]=[C:26](/[CH2:28][CH2:29][C:30]([O:9][CH2:8][CH2:7][N:1]2[CH2:6][CH2:5][O:4][CH2:3][CH2:2]2)=[O:31])\[CH3:27])[C:19]([OH:33])=[C:18]2[C:34]([O:36][CH2:37][C:17]=12)=[O:35]. The catalyst class is: 11.